From a dataset of Reaction yield outcomes from USPTO patents with 853,638 reactions. Predict the reaction yield, written as a fraction of the theoretical maximum amount of product (1.0 means a 100% yield; for example, 0.34 means a 34% yield). (1) The reactants are [N:1]1[CH:6]=[CH:5][CH:4]=[C:3]([S:7](Cl)(=[O:9])=[O:8])[CH:2]=1.[Cl:11][C:12]1[C:13]([OH:41])=[C:14]([S:19]([N:22]([CH2:27][C:28]2[CH:33]=[C:32]([CH2:34][NH:35][CH2:36][CH:37]([CH3:39])[CH3:38])[CH:31]=[C:30]([Cl:40])[CH:29]=2)[CH2:23][CH:24]([CH3:26])[CH3:25])(=[O:21])=[O:20])[CH:15]=[C:16]([Cl:18])[CH:17]=1.CCN(CC)CC. The catalyst is C1COCC1. The product is [Cl:40][C:30]1[CH:31]=[C:32]([CH:33]=[C:28]([CH2:27][N:22]([CH2:23][CH:24]([CH3:26])[CH3:25])[S:19]([C:14]2[CH:15]=[C:16]([Cl:18])[CH:17]=[C:12]([Cl:11])[C:13]=2[OH:41])(=[O:21])=[O:20])[CH:29]=1)[CH2:34][N:35]([CH2:36][CH:37]([CH3:39])[CH3:38])[S:7]([C:3]1[CH:2]=[N:1][CH:6]=[CH:5][CH:4]=1)(=[O:9])=[O:8]. The yield is 0.400. (2) The reactants are [Cl:1][C:2]1[CH:23]=[CH:22][C:5]([N:6]([C:15]2[CH:20]=[CH:19][C:18]([Cl:21])=[CH:17][CH:16]=2)[C:7]2[CH:12]=[CH:11][C:10]([O:13]C)=[CH:9][CH:8]=2)=[CH:4][CH:3]=1.B(Br)(Br)Br.O. The product is [Cl:1][C:2]1[CH:23]=[CH:22][C:5]([N:6]([C:15]2[CH:20]=[CH:19][C:18]([Cl:21])=[CH:17][CH:16]=2)[C:7]2[CH:12]=[CH:11][C:10]([OH:13])=[CH:9][CH:8]=2)=[CH:4][CH:3]=1. The yield is 0.150. The catalyst is C(Cl)Cl. (3) The reactants are [O:1]1[C:5]2[CH:6]=[CH:7][CH:8]=[CH:9][C:4]=2[O:3][CH2:2]1.[Br:10]NC(=O)CCC(N)=O. The catalyst is C(Cl)(Cl)Cl. The product is [Br:10][C:8]1[CH:7]=[CH:6][C:5]2[O:1][CH2:2][O:3][C:4]=2[CH:9]=1. The yield is 0.900.